Dataset: Retrosynthesis with 50K atom-mapped reactions and 10 reaction types from USPTO. Task: Predict the reactants needed to synthesize the given product. (1) Given the product NCC#CCn1ccc2ncnc(Nc3ccc(Oc4cccc(C(F)(F)F)c4)c(Cl)c3)c21, predict the reactants needed to synthesize it. The reactants are: CC(C)(C)OC(=O)NCC#CCn1ccc2ncnc(Nc3ccc(Oc4cccc(C(F)(F)F)c4)c(Cl)c3)c21. (2) Given the product CCCN(CCC)CCNc1nc2cc(C)ccc2[n+]([O-])n1, predict the reactants needed to synthesize it. The reactants are: CCCN(CCC)CCN.Cc1ccc2c(c1)nc(Cl)n[n+]2[O-]. (3) Given the product Cc1ccccc1C(=O)Nc1ccc(C(=O)O)cn1, predict the reactants needed to synthesize it. The reactants are: COC(=O)c1ccc(NC(=O)c2ccccc2C)nc1. (4) Given the product CCOc1cc([N+](=O)[O-])ccc1-c1ccncc1, predict the reactants needed to synthesize it. The reactants are: CCOc1cc([N+](=O)[O-])ccc1Br.OB(O)c1ccncc1. (5) Given the product C=CCn1c(N2CCNCC2)nc2c1c(=O)[nH]c(=O)n2C, predict the reactants needed to synthesize it. The reactants are: C=CCn1c(N2CCN(C(=O)OC(C)(C)C)CC2)nc2c1c(=O)[nH]c(=O)n2C. (6) Given the product Cc1nn(-c2cccc(Cl)c2)c(C)c1C(=O)N1CCC(N2CCCC2)CC1, predict the reactants needed to synthesize it. The reactants are: C1CCN(C2CCNCC2)C1.Cc1nn(-c2cccc(Cl)c2)c(C)c1C(=O)O. (7) Given the product COc1ccc(CNc2cc(C(C)(C)O)cc(C)n2)c(OC)c1, predict the reactants needed to synthesize it. The reactants are: COc1ccc(CN)c(OC)c1.Cc1cc(C(C)(C)O)cc(Cl)n1.